From a dataset of Reaction yield outcomes from USPTO patents with 853,638 reactions. Predict the reaction yield, written as a fraction of the theoretical maximum amount of product (1.0 means a 100% yield; for example, 0.34 means a 34% yield). (1) The reactants are [CH:1]([Si:4]([CH:9]([CH3:11])[CH3:10])([CH:6]([CH3:8])[CH3:7])Cl)([CH3:3])[CH3:2].C(N(CC)CC)C.[C:19]([O:23][C:24](=[O:33])[NH:25][C:26]1[CH:31]=[CH:30][C:29]([OH:32])=[CH:28][CH:27]=1)([CH3:22])([CH3:21])[CH3:20]. The catalyst is C1COCC1. The product is [CH:1]([Si:4]([CH:9]([CH3:11])[CH3:10])([CH:6]([CH3:8])[CH3:7])[O:32][C:29]1[CH:28]=[CH:27][C:26]([NH:25][C:24](=[O:33])[O:23][C:19]([CH3:21])([CH3:20])[CH3:22])=[CH:31][CH:30]=1)([CH3:3])[CH3:2]. The yield is 0.870. (2) The catalyst is C1OCCOCCOCCOCCOCCOC1. The product is [Br:29][CH:30]([CH2:32][CH2:33][CH2:34][CH3:35])[CH2:31][C:7]1[C:6]2[C:5]3([C:27]4[CH:26]=[C:25]([CH2:44][CH3:45])[CH:24]=[CH:23][C:22]=4[C:21]4[C:16]3=[CH:17][CH:18]=[CH:19][CH:20]=4)[C:4]3[C:12](=[CH:13][CH:14]=[C:2]([Br:1])[CH:3]=3)[C:11]=2[CH:10]=[CH:9][CH:8]=1. The yield is 0.950. The reactants are [Br:1][C:2]1[CH:14]=[CH:13][C:12]2[C:11]3[C:6](=[CH:7][C:8](Br)=[CH:9][CH:10]=3)[C:5]3([C:27]4[CH:26]=[C:25](O)[CH:24]=[CH:23][C:22]=4[C:21]4[C:16]3=[CH:17][CH:18]=[CH:19][CH:20]=4)[C:4]=2[CH:3]=1.[Br:29][CH:30]([CH2:32][CH2:33][CH2:34][CH2:35]CC)[CH3:31].C([O-])([O-])=O.[K+].[K+].[CH3:44][C:45](C)=O. (3) The reactants are [ClH:1].[NH2:2][C@@H:3]1[CH2:8][CH2:7][CH2:6][N:5]([C:9]2[C:14]([Br:15])=[CH:13][N:12]=[C:11]3[NH:16][CH:17]=[C:18]([NH:19][C:20](=[O:27])[C:21]4[CH:26]=[CH:25][CH:24]=[N:23][CH:22]=4)[C:10]=23)[CH2:4]1.C(OC)(OC)OC.CCN(C(C)C)C(C)C.[CH:44]1([CH:47]=O)[CH2:46][CH2:45]1.[BH4-].[Na+]. The catalyst is CO.O. The product is [ClH:1].[Br:15][C:14]1[C:9]([N:5]2[CH2:6][CH2:7][CH2:8][C@@H:3]([NH:2][CH2:47][CH:44]3[CH2:46][CH2:45]3)[CH2:4]2)=[C:10]2[C:18]([NH:19][C:20](=[O:27])[C:21]3[CH:26]=[CH:25][CH:24]=[N:23][CH:22]=3)=[CH:17][NH:16][C:11]2=[N:12][CH:13]=1. The yield is 0.600. (4) The reactants are [CH3:1][C:2]1[CH:11]=[CH:10][C:9]2[C:4](=[C:5]([NH2:12])[CH:6]=[CH:7][CH:8]=2)[N:3]=1.[CH3:13][O:14][C:15]1[CH:20]=[CH:19][C:18]([S:21](Cl)(=[O:23])=[O:22])=[C:17]([N+:25]([O-:27])=[O:26])[CH:16]=1. The catalyst is CN(C1C=CN=CC=1)C. The product is [N+:25]([C:17]1[CH:16]=[C:15]([O:14][CH3:13])[CH:20]=[CH:19][C:18]=1[S:21]([NH:12][C:5]1[CH:6]=[CH:7][CH:8]=[C:9]2[C:4]=1[N:3]=[C:2]([CH3:1])[CH:11]=[CH:10]2)(=[O:23])=[O:22])([O-:27])=[O:26]. The yield is 0.510. (5) The reactants are [Br:1][C:2]1[CH:3]=[C:4]2[N:9]([CH:10]=1)[N:8]=[CH:7][N:6]=[C:5]2[N:11]1[CH2:14][CH:13]([C:15]([OH:17])=O)[CH2:12]1.CCN(CC)CC.CN(C(ON1N=NC2C=CC=NC1=2)=[N+](C)C)C.F[P-](F)(F)(F)(F)F.[CH3:49][C:50]1[CH:51]=[CH:52][C:53]([CH2:56][NH2:57])=[CH:54][CH:55]=1. The catalyst is C(Cl)Cl. The product is [Br:1][C:2]1[CH:3]=[C:4]2[N:9]([CH:10]=1)[N:8]=[CH:7][N:6]=[C:5]2[N:11]1[CH2:12][CH:13]([C:15]([NH:57][CH2:56][C:53]2[CH:54]=[CH:55][C:50]([CH3:49])=[CH:51][CH:52]=2)=[O:17])[CH2:14]1. The yield is 0.636. (6) The reactants are [NH2:1][CH2:2][C:3]1[CH:4]=[C:5]([CH:9]([CH3:29])[C:10]([NH:12][CH2:13][C:14]2[C:15]([N:24]3[CH2:28][CH2:27][CH2:26][CH2:25]3)=[N:16][C:17]([C:20]([F:23])([F:22])[F:21])=[CH:18][CH:19]=2)=[O:11])[CH:6]=[CH:7][CH:8]=1.C(N(CC)CC)C.[CH3:37][S:38](Cl)(=[O:40])=[O:39]. The catalyst is ClCCl. The product is [CH3:37][S:38]([NH:1][CH2:2][C:3]1[CH:4]=[C:5]([CH:9]([CH3:29])[C:10]([NH:12][CH2:13][C:14]2[C:15]([N:24]3[CH2:28][CH2:27][CH2:26][CH2:25]3)=[N:16][C:17]([C:20]([F:23])([F:21])[F:22])=[CH:18][CH:19]=2)=[O:11])[CH:6]=[CH:7][CH:8]=1)(=[O:40])=[O:39]. The yield is 0.600. (7) The reactants are [CH3:1][C:2]1[O:6][C:5]([CH2:7][CH2:8][C:9]2[CH:14]=[CH:13][CH:12]=[CH:11][CH:10]=2)=[N:4][C:3]=1[CH2:15][C:16](O)=[O:17]. The catalyst is C1COCC1. The product is [CH3:1][C:2]1[O:6][C:5]([CH2:7][CH2:8][C:9]2[CH:10]=[CH:11][CH:12]=[CH:13][CH:14]=2)=[N:4][C:3]=1[CH2:15][CH2:16][OH:17]. The yield is 0.840. (8) The reactants are [NH2:1][C:2]1[N:10]=[C:9]2[C:5]([N:6]=[CH:7][N:8]2[CH2:11][C:12]2[CH:17]=[CH:16][CH:15]=[CH:14][C:13]=2[F:18])=[C:4]([C:19](=[S:21])[NH2:20])[N:3]=1.Cl[CH2:23][C:24](=O)[CH3:25]. The catalyst is C(O)(C)C. The product is [F:18][C:13]1[CH:14]=[CH:15][CH:16]=[CH:17][C:12]=1[CH2:11][N:8]1[CH:7]=[N:6][C:5]2[C:9]1=[N:10][C:2]([NH2:1])=[N:3][C:4]=2[C:19]1[S:21][CH:23]=[C:24]([CH3:25])[N:20]=1. The yield is 0.120.